Dataset: Forward reaction prediction with 1.9M reactions from USPTO patents (1976-2016). Task: Predict the product of the given reaction. (1) Given the reactants [C:1]([O:5][C:6]([N:8]1[CH2:13][CH2:12][CH:11]([C:14](=[O:23])[C:15]2[CH:20]=[CH:19][C:18](SC)=[CH:17][CH:16]=2)[CH2:10][CH2:9]1)=[O:7])([CH3:4])([CH3:3])[CH3:2].O[O:25][S:26]([O-:28])=O.[K+].[CH3:30]O, predict the reaction product. The product is: [C:1]([O:5][C:6]([N:8]1[CH2:13][CH2:12][CH:11]([C:14](=[O:23])[C:15]2[CH:16]=[CH:17][C:18]([S:26]([CH3:30])(=[O:28])=[O:25])=[CH:19][CH:20]=2)[CH2:10][CH2:9]1)=[O:7])([CH3:4])([CH3:2])[CH3:3]. (2) Given the reactants Cl[C:2]([O:4][CH2:5][C:6]1[CH:11]=[CH:10][CH:9]=[CH:8][CH:7]=1)=[O:3].CC1C=CC(S(O)(=O)=O)=CC=1.[C:23]1([C:29]2([C:35]([OH:37])=[O:36])[CH2:34][CH2:33][NH:32][CH2:31][CH2:30]2)[CH:28]=[CH:27][CH:26]=[CH:25][CH:24]=1.ClCCl.Cl, predict the reaction product. The product is: [CH2:5]([O:4][C:2]([N:32]1[CH2:31][CH2:30][C:29]([C:23]2[CH:24]=[CH:25][CH:26]=[CH:27][CH:28]=2)([C:35]([OH:37])=[O:36])[CH2:34][CH2:33]1)=[O:3])[C:6]1[CH:11]=[CH:10][CH:9]=[CH:8][CH:7]=1.